From a dataset of Catalyst prediction with 721,799 reactions and 888 catalyst types from USPTO. Predict which catalyst facilitates the given reaction. (1) Reactant: Cl[C:2]1[C:7]([Cl:8])=[CH:6][CH:5]=[CH:4][C:3]=1[NH2:9].C(O[C:13]([SH:15])=[S:14])C.[K]. Product: [Cl:8][C:7]1[C:2]2[S:14][C:13]([SH:15])=[N:9][C:3]=2[CH:4]=[CH:5][CH:6]=1. The catalyst class is: 3. (2) Reactant: [CH3:1][N:2]1[C:6]([NH:7][C:8](=[O:16])OC2C=CC=CC=2)=[CH:5][C:4]([C:17]([F:20])([F:19])[F:18])=[N:3]1.[CH3:21][O:22][C:23]1[CH:24]=[C:25]2[C:30](=[CH:31][C:32]=1[O:33][CH2:34][CH2:35][O:36][CH3:37])[N:29]=[CH:28][N:27]=[C:26]2[O:38][C:39]1[CH:40]=[C:41]([CH:43]=[CH:44][CH:45]=1)[NH2:42].C(N(CC)C(C)C)(C)C. Product: [CH3:21][O:22][C:23]1[CH:24]=[C:25]2[C:30](=[CH:31][C:32]=1[O:33][CH2:34][CH2:35][O:36][CH3:37])[N:29]=[CH:28][N:27]=[C:26]2[O:38][C:39]1[CH:40]=[C:41]([NH:42][C:8]([NH:7][C:6]2[N:2]([CH3:1])[N:3]=[C:4]([C:17]([F:18])([F:19])[F:20])[CH:5]=2)=[O:16])[CH:43]=[CH:44][CH:45]=1. The catalyst class is: 1. (3) Reactant: [Cl:1][C:2]1[N:7]=[C:6](Cl)[CH:5]=[C:4]([Cl:9])[N:3]=1.[NH:10]1[CH2:15][CH2:14][CH2:13][CH2:12][CH2:11]1.C(N(CC)C(C)C)(C)C. Product: [Cl:1][C:2]1[N:3]=[C:4]([Cl:9])[CH:5]=[C:6]([N:10]2[CH2:15][CH2:14][CH2:13][CH2:12][CH2:11]2)[N:7]=1. The catalyst class is: 7. (4) Reactant: C([O:3][C:4]1[CH:9]=[CH:8][C:7]([N+]([O-])=O)=[CH:6][CH:5]=1)=O.S([O-])(=O)(=O)C.C(N([CH:24]([CH3:26])[CH3:25])CC)(C)C.[C:27](OCC)(=O)C.CO. Product: [CH:26]1[CH:24]=[CH:25][C:5]2[C:6](=[CH:7][CH:8]=[CH:9][C:4]=2[OH:3])[CH:27]=1. The catalyst class is: 3. (5) Reactant: [NH2:1][C:2]1[CH:25]=[CH:24][C:5]([O:6][C:7]2[C:16]3[C:11](=[CH:12][C:13]([O:19][CH2:20][C@@H:21]4[CH2:23][O:22]4)=[C:14]([C:17]#[N:18])[CH:15]=3)[N:10]=[CH:9][CH:8]=2)=[CH:4][C:3]=1[Cl:26].[CH2:27]([NH:29][CH2:30][CH3:31])[CH3:28]. Product: [NH2:1][C:2]1[CH:25]=[CH:24][C:5]([O:6][C:7]2[C:16]3[C:11](=[CH:12][C:13]([O:19][CH2:20][C@@H:21]([OH:22])[CH2:23][N:29]([CH2:30][CH3:31])[CH2:27][CH3:28])=[C:14]([C:17]#[N:18])[CH:15]=3)[N:10]=[CH:9][CH:8]=2)=[CH:4][C:3]=1[Cl:26]. The catalyst class is: 7. (6) Reactant: C([NH:4][C:5]1[CH:6]=[C:7]([CH:21]=[CH:22][CH:23]=1)[C:8]([NH:10][NH:11][C:12]([NH:14][CH:15]1[CH2:20][CH2:19][CH2:18][CH2:17][CH2:16]1)=[O:13])=O)(=O)C. Product: [NH2:4][C:5]1[CH:6]=[C:7]([C:8]2[N:14]([CH:15]3[CH2:20][CH2:19][CH2:18][CH2:17][CH2:16]3)[C:12](=[O:13])[NH:11][N:10]=2)[CH:21]=[CH:22][CH:23]=1. The catalyst class is: 74.